From a dataset of Full USPTO retrosynthesis dataset with 1.9M reactions from patents (1976-2016). Predict the reactants needed to synthesize the given product. Given the product [O:12]=[C:7]1[CH2:8][CH2:9][CH2:10][CH2:11][N:6]1[C:14]([O:16][CH2:17][C:18]1[CH:23]=[CH:22][CH:21]=[CH:20][CH:19]=1)=[O:15], predict the reactants needed to synthesize it. The reactants are: C([Li])CCC.[NH:6]1[CH2:11][CH2:10][CH2:9][CH2:8][C:7]1=[O:12].Cl[C:14]([O:16][CH2:17][C:18]1[CH:23]=[CH:22][CH:21]=[CH:20][CH:19]=1)=[O:15].O.